Dataset: Peptide-MHC class I binding affinity with 185,985 pairs from IEDB/IMGT. Task: Regression. Given a peptide amino acid sequence and an MHC pseudo amino acid sequence, predict their binding affinity value. This is MHC class I binding data. (1) The peptide sequence is TFLESSFDIK. The MHC is HLA-A68:01 with pseudo-sequence HLA-A68:01. The binding affinity (normalized) is 0.149. (2) The peptide sequence is ERILSTYLGR. The MHC is HLA-B44:02 with pseudo-sequence HLA-B44:02. The binding affinity (normalized) is 0.00999. (3) The peptide sequence is FIQWTGGNIR. The MHC is HLA-A31:01 with pseudo-sequence HLA-A31:01. The binding affinity (normalized) is 0.237. (4) The peptide sequence is IQRDQVTDY. The MHC is HLA-B27:05 with pseudo-sequence HLA-B27:05. The binding affinity (normalized) is 0.0847. (5) The peptide sequence is VLQTFMRMAW. The MHC is H-2-Kb with pseudo-sequence H-2-Kb. The binding affinity (normalized) is 0.209. (6) The peptide sequence is SRLTYQWHK. The MHC is HLA-B27:05 with pseudo-sequence HLA-B27:05. The binding affinity (normalized) is 0.744. (7) The peptide sequence is FALSLIATI. The MHC is H-2-Kb with pseudo-sequence H-2-Kb. The binding affinity (normalized) is 0.601. (8) The peptide sequence is SLTIKDSSNK. The MHC is HLA-A02:06 with pseudo-sequence HLA-A02:06. The binding affinity (normalized) is 0.